This data is from Catalyst prediction with 721,799 reactions and 888 catalyst types from USPTO. The task is: Predict which catalyst facilitates the given reaction. (1) Reactant: [CH2:1]([C:3]1[CH:8]=[CH:7][CH:6]=[CH:5][N:4]=1)[CH3:2].[CH2:9]([Li])CCC.IC. Product: [CH:1]([C:3]1[CH:8]=[CH:7][CH:6]=[CH:5][N:4]=1)([CH3:9])[CH3:2]. The catalyst class is: 1. (2) Reactant: [C:1]([O:5][C:6](=[O:14])[NH:7][CH2:8][CH2:9][CH2:10][CH2:11][CH2:12][NH2:13])([CH3:4])([CH3:3])[CH3:2].[CH2:15](Br)[C:16]1[CH:21]=[CH:20][CH:19]=[CH:18][CH:17]=1.C(=O)([O-])[O-].[Na+].[Na+]. Product: [C:1]([O:5][C:6](=[O:14])[NH:7][CH2:8][CH2:9][CH2:10][CH2:11][CH2:12][N:13]([CH2:15][C:16]1[CH:21]=[CH:20][CH:19]=[CH:18][CH:17]=1)[CH2:15][C:16]1[CH:21]=[CH:20][CH:19]=[CH:18][CH:17]=1)([CH3:4])([CH3:2])[CH3:3]. The catalyst class is: 4.